Dataset: Full USPTO retrosynthesis dataset with 1.9M reactions from patents (1976-2016). Task: Predict the reactants needed to synthesize the given product. (1) Given the product [CH3:1][O:2][C:3](=[O:34])[CH:4]([C:9]1[CH:10]=[C:11]([C:23]2[CH:28]=[CH:27][C:26]([Cl:29])=[C:25]([C:30]([F:33])([F:31])[F:32])[CH:24]=2)[CH:12]=[C:13]([NH:39][C:38]2[CH:40]=[C:41]([C:44]([F:46])([F:45])[F:47])[CH:42]=[CH:43][C:37]=2[C:36]([F:48])([F:49])[F:35])[CH:14]=1)[CH2:5][CH:6]([CH3:8])[CH3:7], predict the reactants needed to synthesize it. The reactants are: [CH3:1][O:2][C:3](=[O:34])[CH:4]([C:9]1[CH:10]=[C:11]([C:23]2[CH:28]=[CH:27][C:26]([Cl:29])=[C:25]([C:30]([F:33])([F:32])[F:31])[CH:24]=2)[CH:12]=[C:13](OS(C(F)(F)F)(=O)=O)[CH:14]=1)[CH2:5][CH:6]([CH3:8])[CH3:7].[F:35][C:36]([F:49])([F:48])[C:37]1[CH:43]=[CH:42][C:41]([C:44]([F:47])([F:46])[F:45])=[CH:40][C:38]=1[NH2:39]. (2) Given the product [NH2:32][C:4]1[S:3][C:2]([C:43]2[CH:44]=[CH:45][CH:46]=[C:41]([Cl:40])[C:42]=2[F:50])=[N:6][C:5]=1[C:7]([NH:8][C:9]1[CH:10]=[N:11][N:12]([CH3:30])[C:13]=1[C@@H:14]1[CH2:20][CH2:19][C@@H:18]([NH2:21])[C@H:17]([F:29])[CH2:16][O:15]1)=[O:31], predict the reactants needed to synthesize it. The reactants are: Br[C:2]1[S:3][C:4]([NH:32]C(=O)OC(C)(C)C)=[C:5]([C:7](=[O:31])[NH:8][C:9]2[CH:10]=[N:11][N:12]([CH3:30])[C:13]=2[C@@H:14]2[CH2:20][CH2:19][C@@H:18]([NH:21]C(OC(C)(C)C)=O)[C@H:17]([F:29])[CH2:16][O:15]2)[N:6]=1.[Cl:40][C:41]1[C:42]([F:50])=[C:43](B(O)O)[CH:44]=[CH:45][CH:46]=1. (3) The reactants are: [F:1][C:2]1[CH:7]=[C:6]([O:8][C:9]2[CH:14]=[CH:13][N:12]=[C:11]([CH3:15])[CH:10]=2)[CH:5]=[CH:4][C:3]=1B(O)O.C([O-])(O)=O.[Na+].Br[C:25]1[CH:30]=[CH:29][N:28]([CH2:31][CH2:32][CH2:33][CH3:34])[C:27](=[O:35])[C:26]=1[C:36]#[N:37]. Given the product [CH2:31]([N:28]1[CH:29]=[CH:30][C:25]([C:3]2[CH:4]=[CH:5][C:6]([O:8][C:9]3[CH:14]=[CH:13][N:12]=[C:11]([CH3:15])[CH:10]=3)=[CH:7][C:2]=2[F:1])=[C:26]([C:36]#[N:37])[C:27]1=[O:35])[CH2:32][CH2:33][CH3:34], predict the reactants needed to synthesize it. (4) Given the product [CH:19]1[C:31]2[CH:30]([CH2:32][O:33][C:34]([NH:2][CH2:3][C:4]([CH3:9])([CH3:8])[C:5]([OH:7])=[O:6])=[O:35])[C:29]3[C:24](=[CH:25][CH:26]=[CH:27][CH:28]=3)[C:23]=2[CH:22]=[CH:21][CH:20]=1, predict the reactants needed to synthesize it. The reactants are: Cl.[NH2:2][CH2:3][C:4]([CH3:9])([CH3:8])[C:5]([OH:7])=[O:6].C(N(C(C)C)CC)(C)C.[CH:19]1[C:31]2[CH:30]([CH2:32][O:33][C:34](Cl)=[O:35])[C:29]3[C:24](=[CH:25][CH:26]=[CH:27][CH:28]=3)[C:23]=2[CH:22]=[CH:21][CH:20]=1. (5) Given the product [CH2:1]([O:8][C:9]1[C:14]2[N:15]=[C:16]([CH2:18][CH3:19])[N:17]([CH2:24][C:25]3[CH:30]=[CH:29][CH:28]=[CH:27][N:26]=3)[C:13]=2[CH:12]=[CH:11][CH:10]=1)[C:2]1[CH:3]=[CH:4][CH:5]=[CH:6][CH:7]=1, predict the reactants needed to synthesize it. The reactants are: [CH2:1]([O:8][C:9]1[C:14]2[NH:15][C:16]([CH2:18][CH3:19])=[N:17][C:13]=2[CH:12]=[CH:11][CH:10]=1)[C:2]1[CH:7]=[CH:6][CH:5]=[CH:4][CH:3]=1.[H-].[Na+].Br.Br[CH2:24][C:25]1[CH:30]=[CH:29][CH:28]=[CH:27][N:26]=1.[Br-]. (6) Given the product [CH2:43]([N:42]([CH2:45][CH3:46])[CH2:40][CH2:39][O:37][C:36]1[CH:35]=[CH:34][C:4]([CH2:5][CH2:7][NH:8][C:9]2[CH:14]=[C:13]([O:15][CH3:16])[CH:12]=[CH:11][C:10]=2[C@@H:17]2[CH2:26][CH2:25][C:24]3[CH:23]=[C:22]([OH:27])[CH:21]=[CH:20][C:19]=3[CH2:18]2)=[CH:3][C:2]=1[F:1])[CH3:44], predict the reactants needed to synthesize it. The reactants are: [F:1][C:2]1[CH:3]=[C:4]([CH:34]=[CH:35][C:36]=1[OH:37])[C:5]([CH2:7][NH:8][C:9]1[CH:14]=[C:13]([O:15][CH3:16])[CH:12]=[CH:11][C:10]=1[C@@H:17]1[CH2:26][CH2:25][C:24]2[CH:23]=[C:22]([O:27]C(=O)C(C)(C)C)[CH:21]=[CH:20][C:19]=2[CH2:18]1)=O.Cl[CH2:39][C:40]([N:42]([CH2:45][CH3:46])[CH2:43][CH3:44])=O. (7) Given the product [F:27][CH:25]([F:26])[O:24][C:21]1[CH:22]=[CH:23][C:18]([C:8]2([C:4]3[CH:5]=[CH:6][CH:7]=[C:2]([C:35]4[CH:36]=[N:31][CH:32]=[N:33][CH:34]=4)[CH:3]=3)[C:16]3[C:11](=[N:12][CH:13]=[CH:14][CH:15]=3)[C:10]([NH2:17])=[N:9]2)=[CH:19][C:20]=1[CH2:28][CH2:29][F:30], predict the reactants needed to synthesize it. The reactants are: Br[C:2]1[CH:3]=[C:4]([C:8]2([C:18]3[CH:23]=[CH:22][C:21]([O:24][CH:25]([F:27])[F:26])=[C:20]([CH2:28][CH2:29][F:30])[CH:19]=3)[C:16]3[C:11](=[N:12][CH:13]=[CH:14][CH:15]=3)[C:10]([NH2:17])=[N:9]2)[CH:5]=[CH:6][CH:7]=1.[N:31]1[CH:36]=[C:35](B(O)O)[CH:34]=[N:33][CH:32]=1.C(=O)([O-])[O-].[K+].[K+].O.